The task is: Regression. Given a peptide amino acid sequence and an MHC pseudo amino acid sequence, predict their binding affinity value. This is MHC class I binding data.. This data is from Peptide-MHC class I binding affinity with 185,985 pairs from IEDB/IMGT. (1) The peptide sequence is IHGQANSDL. The MHC is HLA-B38:01 with pseudo-sequence HLA-B38:01. The binding affinity (normalized) is 0.282. (2) The peptide sequence is TKDTNDNNL. The MHC is HLA-B35:01 with pseudo-sequence HLA-B35:01. The binding affinity (normalized) is 0.0847. (3) The peptide sequence is IAMESIVIW. The MHC is HLA-A33:01 with pseudo-sequence HLA-A33:01. The binding affinity (normalized) is 0.314. (4) The peptide sequence is ETIGLVRAL. The MHC is HLA-B58:01 with pseudo-sequence HLA-B58:01. The binding affinity (normalized) is 0.0847. (5) The peptide sequence is SGPSNTYPEI. The MHC is HLA-B40:02 with pseudo-sequence HLA-B40:02. The binding affinity (normalized) is 0.